Dataset: Reaction yield outcomes from USPTO patents with 853,638 reactions. Task: Predict the reaction yield, written as a fraction of the theoretical maximum amount of product (1.0 means a 100% yield; for example, 0.34 means a 34% yield). The reactants are [F:1][C:2]([F:9])([F:8])[C:3]([O:5]CC)=O.C[O-].[Na+].CO.[C:15]1(=[O:25])[C:24]2[C:19](=[CH:20][CH:21]=[CH:22][CH:23]=2)[CH2:18][CH2:17][CH2:16]1.Cl. The catalyst is CCOCC. The product is [F:9][C:2]([F:1])([F:8])[C:3]([CH:16]1[CH2:17][CH2:18][C:19]2[C:24](=[CH:23][CH:22]=[CH:21][CH:20]=2)[C:15]1=[O:25])=[O:5]. The yield is 0.810.